This data is from Catalyst prediction with 721,799 reactions and 888 catalyst types from USPTO. The task is: Predict which catalyst facilitates the given reaction. Reactant: [CH3:1][CH:2]([CH3:30])[CH2:3][C@H:4]([NH:22][C:23](=[O:29])[O:24][C:25]([CH3:28])([CH3:27])[CH3:26])[CH2:5][O:6][C:7]1[CH:8]=[CH:9][C:10]2[C:20]3[C:15](=[CH:16][N:17]=[CH:18][CH:19]=3)[C:14](=[O:21])[O:13][C:11]=2[CH:12]=1.C1C(=O)N([Br:38])C(=O)C1.O. Product: [Br:38][C:8]1[C:7]([O:6][CH2:5][C@@H:4]([NH:22][C:23](=[O:29])[O:24][C:25]([CH3:28])([CH3:27])[CH3:26])[CH2:3][CH:2]([CH3:30])[CH3:1])=[CH:12][C:11]2[O:13][C:14](=[O:21])[C:15]3[C:20]([C:10]=2[CH:9]=1)=[CH:19][CH:18]=[N:17][CH:16]=3. The catalyst class is: 10.